This data is from Forward reaction prediction with 1.9M reactions from USPTO patents (1976-2016). The task is: Predict the product of the given reaction. (1) Given the reactants CON(C)[C:4]([C@@H:6]1[CH2:10][C@H:9]([CH3:11])[CH2:8][N:7]1[C:12]([O:14][C:15]([CH3:18])([CH3:17])[CH3:16])=[O:13])=[O:5].[H-].[Al+3].[Li+].[H-].[H-].[H-], predict the reaction product. The product is: [CH:4]([C@@H:6]1[CH2:10][C@H:9]([CH3:11])[CH2:8][N:7]1[C:12]([O:14][C:15]([CH3:16])([CH3:18])[CH3:17])=[O:13])=[O:5]. (2) Given the reactants Cl.[C:2]([C:4]1([NH:7][C:8]([C@@H:10]2[CH2:14][C@@H:13]([S:15]([C:18]3[CH:23]=[CH:22][CH:21]=[CH:20][C:19]=3[Cl:24])(=[O:17])=[O:16])[CH2:12][NH:11]2)=[O:9])[CH2:6][CH2:5]1)#[N:3].[CH:25](=O)[CH3:26], predict the reaction product. The product is: [C:2]([C:4]1([NH:7][C:8]([C@@H:10]2[CH2:14][C@@H:13]([S:15]([C:18]3[CH:23]=[CH:22][CH:21]=[CH:20][C:19]=3[Cl:24])(=[O:17])=[O:16])[CH2:12][N:11]2[CH2:25][CH3:26])=[O:9])[CH2:6][CH2:5]1)#[N:3]. (3) Given the reactants Br[CH2:2][CH2:3][CH2:4][CH2:5][CH2:6][CH2:7][C:8]([O:10][CH2:11][CH3:12])=[O:9].[O:13]=[C:14]([CH3:21])[CH2:15][C:16]([O:18][CH2:19][CH3:20])=[O:17].C(=O)([O-])[O-].[K+].[K+], predict the reaction product. The product is: [C:14]([CH:15]([CH2:2][CH2:3][CH2:4][CH2:5][CH2:6][CH2:7][C:8]([O:10][CH2:11][CH3:12])=[O:9])[C:16]([O:18][CH2:19][CH3:20])=[O:17])(=[O:13])[CH3:21]. (4) Given the reactants [CH:1]1([CH2:7][N:8]([C:20]([C:22]2[C:31]([NH:32][C:33]([NH:35][C:36]3[C:41]([CH3:42])=[CH:40][CH:39]=[CH:38][C:37]=3[CH3:43])=[O:34])=[CH:30][C:29]3[C:24](=[CH:25][CH:26]=[CH:27][CH:28]=3)[CH:23]=2)=[O:21])[CH2:9][C:10]([O:12]CC2C=CC=CC=2)=[O:11])[CH2:6][CH2:5][CH2:4][CH2:3][CH2:2]1, predict the reaction product. The product is: [CH:1]1([CH2:7][N:8]([C:20]([C:22]2[C:31]([NH:32][C:33]([NH:35][C:36]3[C:41]([CH3:42])=[CH:40][CH:39]=[CH:38][C:37]=3[CH3:43])=[O:34])=[CH:30][C:29]3[C:24](=[CH:25][CH:26]=[CH:27][CH:28]=3)[CH:23]=2)=[O:21])[CH2:9][C:10]([OH:12])=[O:11])[CH2:6][CH2:5][CH2:4][CH2:3][CH2:2]1. (5) Given the reactants [NH2:1][C:2]1[CH:7]=[CH:6][C:5]([C:8]2[S:12][C:11]([NH:13][C:14](=[O:16])[CH3:15])=[N:10][C:9]=2[CH3:17])=[CH:4][CH:3]=1.[CH3:18][S:19](Cl)(=[O:21])=[O:20].C(=O)([O-])[O-].[Na+].[Na+], predict the reaction product. The product is: [CH3:18][S:19]([NH:1][C:2]1[CH:3]=[CH:4][C:5]([C:8]2[S:12][C:11]([NH:13][C:14](=[O:16])[CH3:15])=[N:10][C:9]=2[CH3:17])=[CH:6][CH:7]=1)(=[O:21])=[O:20]. (6) Given the reactants [F:1][C:2]1[CH:3]=[C:4]([CH:7]=[CH:8][C:9]=1F)[CH:5]=[O:6].[Cl:11][C:12]1[N:17]=[CH:16][C:15]([OH:18])=[CH:14][CH:13]=1, predict the reaction product. The product is: [Cl:11][C:12]1[N:17]=[CH:16][C:15]([O:18][C:9]2[CH:8]=[CH:7][C:4]([CH:5]=[O:6])=[CH:3][C:2]=2[F:1])=[CH:14][CH:13]=1. (7) Given the reactants [CH:1]1([N:7]2[C:11](=[O:12])[CH:10]([CH2:13][C:14]3[C:19]([Cl:20])=[CH:18][CH:17]=[CH:16][C:15]=3[Cl:21])[CH:9](C(O)=O)[CH2:8]2)[CH2:6][CH2:5][CH2:4][CH2:3][CH2:2]1.C1(P(N=[N+]=[N-])(C2C=CC=CC=2)=[O:32])C=CC=CC=1.C([N:44]([CH2:47]C)CC)C.[C:49]([OH:53])([CH3:52])([CH3:51])[CH3:50], predict the reaction product. The product is: [CH:1]1([N:7]2[C:11](=[O:12])[CH:10]([CH2:13][C:14]3[C:19]([Cl:20])=[CH:18][CH:17]=[CH:16][C:15]=3[Cl:21])[CH:9]([NH:44][C:47](=[O:32])[O:53][C:49]([CH3:52])([CH3:51])[CH3:50])[CH2:8]2)[CH2:2][CH2:3][CH2:4][CH2:5][CH2:6]1. (8) Given the reactants [C:1]([O:4][C:5]1[CH:10]=[CH:9][CH:8]=[C:7]([C:11](=[N:13][O:14][C:15](=O)[CH3:16])[NH2:12])[CH:6]=1)(=[O:3])[CH3:2].C1(C)C=CC(S(O)(=O)=O)=CC=1, predict the reaction product. The product is: [C:1]([O:4][C:5]1[CH:10]=[CH:9][CH:8]=[C:7]([C:11]2[N:12]=[C:15]([CH3:16])[O:14][N:13]=2)[CH:6]=1)(=[O:3])[CH3:2]. (9) Given the reactants [F:1][C:2]1[C:7]2[N:8]([CH2:11][CH2:12][OH:13])[CH:9]=[N:10][C:6]=2[CH:5]=[CH:4][CH:3]=1.CC1(C)N([O])C(C)(C)CCC1.[O-:25]Cl=O.[Na+], predict the reaction product. The product is: [F:1][C:2]1[C:7]2[N:8]([CH2:11][C:12]([OH:25])=[O:13])[CH:9]=[N:10][C:6]=2[CH:5]=[CH:4][CH:3]=1. (10) Given the reactants [CH3:1][N:2]1[C:10]2[C:5](=[CH:6][CH:7]=[CH:8][CH:9]=2)[C:4]([C:11]([OH:13])=O)=[CH:3]1.[NH2:14][C:15]1[CH:20]=[CH:19][C:18]([CH2:21][C:22]([O:24][CH3:25])=[O:23])=[CH:17][C:16]=1O.B(O)(O)O, predict the reaction product. The product is: [CH3:1][N:2]1[C:10]2[C:5](=[CH:6][CH:7]=[CH:8][CH:9]=2)[C:4]([C:11]2[O:13][C:16]3[CH:17]=[C:18]([CH2:21][C:22]([O:24][CH3:25])=[O:23])[CH:19]=[CH:20][C:15]=3[N:14]=2)=[CH:3]1.